From a dataset of Reaction yield outcomes from USPTO patents with 853,638 reactions. Predict the reaction yield, written as a fraction of the theoretical maximum amount of product (1.0 means a 100% yield; for example, 0.34 means a 34% yield). (1) The reactants are [C:1]([NH:4][C:5]1[CH:10]=[CH:9][C:8]([S:11](Cl)(=[O:13])=[O:12])=[CH:7][CH:6]=1)(=[O:3])[CH3:2].[NH2:15][C:16]1[S:17][C:18]([CH2:21][OH:22])=[N:19][N:20]=1.Cl. The catalyst is N1C=CC=CC=1. The product is [OH:22][CH2:21][C:18]1[S:17][C:16]([NH:15][S:11]([C:8]2[CH:9]=[CH:10][C:5]([NH:4][C:1](=[O:3])[CH3:2])=[CH:6][CH:7]=2)(=[O:13])=[O:12])=[N:20][N:19]=1. The yield is 0.820. (2) The reactants are [CH3:1][O:2][C:3]1[CH:8]=[CH:7][C:6]([C:9]23[N:24]([C:25]([C:27]4[C:28]([CH3:32])=[N:29][O:30][CH:31]=4)=[O:26])[CH2:23][CH2:22][N:10]2[C:11](=[O:21])[C:12]2[N:13]([CH:15]=[C:16]([N+:18]([O-])=O)[CH:17]=2)[CH2:14]3)=[CH:5][CH:4]=1.[OH-].[NH4+]. The catalyst is CO.O.S([O-])([O-])(=O)=O.O.O.O.O.O.O.O.[Fe+2]. The product is [NH2:18][C:16]1[CH:17]=[C:12]2[C:11](=[O:21])[N:10]3[CH2:22][CH2:23][N:24]([C:25]([C:27]4[C:28]([CH3:32])=[N:29][O:30][CH:31]=4)=[O:26])[C:9]3([C:6]3[CH:7]=[CH:8][C:3]([O:2][CH3:1])=[CH:4][CH:5]=3)[CH2:14][N:13]2[CH:15]=1. The yield is 0.390. (3) The reactants are Br[C:2]1[NH:3][C:4]2[C:9]([C:10]=1[CH:11]=[O:12])=[CH:8][C:7]([O:13][CH3:14])=[CH:6][CH:5]=2.[CH3:15][C:16]1[C:20](B(O)O)=[C:19]([CH3:24])[O:18][N:17]=1.C1C=CC(P(C2C=CC=CC=2)C2C=CC=CC=2)=CC=1.[O-]P([O-])([O-])=O.[K+].[K+].[K+]. The catalyst is C1COCC1.CC([O-])=O.CC([O-])=O.[Pd+2].O.C1(C)C=CC=CC=1.COCCOC. The product is [CH3:15][C:16]1[C:20]([C:2]2[NH:3][C:4]3[C:9]([C:10]=2[CH:11]=[O:12])=[CH:8][C:7]([O:13][CH3:14])=[CH:6][CH:5]=3)=[C:19]([CH3:24])[O:18][N:17]=1. The yield is 0.790. (4) The reactants are [C:1]([O:5][C:6]([N:8]1[C@@H:12]([CH3:13])[CH2:11][CH2:10][C@H:9]1[C:14]1[NH:15][C:16]([C:19]2[CH:24]=[C:23]3[CH2:25][O:26][C:27]4[CH:52]=[C:51]5[C:30]([CH2:31][CH2:32][C:33]6[N:37]=[C:36]([C@@H:38]7[CH2:42][CH2:41][C@H:40]([CH3:43])[N:39]7[C:44]([O:46][C:47]([CH3:50])([CH3:49])[CH3:48])=[O:45])[NH:35][C:34]=65)=[CH:29][C:28]=4[C:22]3=[CH:21][CH:20]=2)=[CH:17][N:18]=1)=[O:7])([CH3:4])([CH3:3])[CH3:2]. The catalyst is C(Cl)Cl.O=[Mn]=O. The product is [C:47]([O:46][C:44]([N:39]1[C@@H:40]([CH3:43])[CH2:41][CH2:42][C@H:38]1[C:36]1[NH:35][C:34]2[C:51]3[C:30]([CH:31]=[CH:32][C:33]=2[N:37]=1)=[CH:29][C:28]1[C:22]2[C:23]([CH2:25][O:26][C:27]=1[CH:52]=3)=[CH:24][C:19]([C:16]1[NH:15][C:14]([C@@H:9]3[CH2:10][CH2:11][C@H:12]([CH3:13])[N:8]3[C:6]([O:5][C:1]([CH3:3])([CH3:2])[CH3:4])=[O:7])=[N:18][CH:17]=1)=[CH:20][CH:21]=2)=[O:45])([CH3:50])([CH3:48])[CH3:49]. The yield is 0.850. (5) The reactants are Cl.[CH2:2]([N:4]=[C:5]=NCCCN(C)C)C.O.ON1C2C=CC=CC=2N=N1.CNC.[F:27][C:28]1[CH:29]=[CH:30][C:31]([C:37]([F:40])([F:39])[F:38])=[C:32]([CH:36]=1)[C:33](O)=[O:34].[Cl-].[NH4+]. The catalyst is ClCCl. The product is [F:27][C:28]1[CH:29]=[CH:30][C:31]([C:37]([F:40])([F:39])[F:38])=[C:32]([CH:36]=1)[C:33]([N:4]([CH3:5])[CH3:2])=[O:34]. The yield is 0.610. (6) The reactants are C[O:2][C:3](=[O:36])[C@H:4]([CH2:16][C:17]1[CH:22]=[CH:21][C:20]([C:23]2[C:24](=[O:35])[N:25]([CH3:34])[C:26]([CH3:33])=[CH:27][C:28]=2[C:29]([F:32])([F:31])[F:30])=[CH:19][CH:18]=1)[NH:5][C:6]([C:8]1[C:13]([CH3:14])=[CH:12][CH:11]=[CH:10][C:9]=1[Cl:15])=[O:7].[OH-].[Na+]. The catalyst is C(O)C. The product is [Cl:15][C:9]1[CH:10]=[CH:11][CH:12]=[C:13]([CH3:14])[C:8]=1[C:6]([NH:5][C@H:4]([C:3]([OH:36])=[O:2])[CH2:16][C:17]1[CH:18]=[CH:19][C:20]([C:23]2[C:24](=[O:35])[N:25]([CH3:34])[C:26]([CH3:33])=[CH:27][C:28]=2[C:29]([F:32])([F:31])[F:30])=[CH:21][CH:22]=1)=[O:7]. The yield is 0.800. (7) The reactants are [C:1]1([CH2:7][C:8](Cl)=[O:9])[CH:6]=[CH:5][CH:4]=[CH:3][CH:2]=1.[Cl:11][C:12]([Cl:21])([Cl:20])[C:13]([C:15]1[NH:16][CH:17]=[CH:18][CH:19]=1)=[O:14].[Cl-].[Cl-].[Cl-].[Al+3]. The catalyst is ClCCl. The product is [Cl:21][C:12]([Cl:11])([Cl:20])[C:13]([C:15]1[NH:16][CH:17]=[C:18]([C:8](=[O:9])[CH2:7][C:1]2[CH:6]=[CH:5][CH:4]=[CH:3][CH:2]=2)[CH:19]=1)=[O:14]. The yield is 0.600.